This data is from Full USPTO retrosynthesis dataset with 1.9M reactions from patents (1976-2016). The task is: Predict the reactants needed to synthesize the given product. (1) Given the product [Cl:1][C:2]1[CH:3]=[C:4](/[CH:9]=[CH:10]/[C:11]([N:13]2[CH2:19][CH2:18][C:17](=[O:20])[N:16]([CH2:22][CH2:23][CH:24]3[CH2:26][O:25]3)[CH2:15][CH2:14]2)=[O:12])[CH:5]=[CH:6][C:7]=1[Cl:8], predict the reactants needed to synthesize it. The reactants are: [Cl:1][C:2]1[CH:3]=[C:4](/[CH:9]=[CH:10]/[C:11]([N:13]2[CH2:19][CH2:18][C:17](=[O:20])[NH:16][CH2:15][CH2:14]2)=[O:12])[CH:5]=[CH:6][C:7]=1[Cl:8].Br[CH2:22][CH2:23][CH:24]1[CH2:26][O:25]1. (2) Given the product [CH3:26][O:27][C:28](=[O:37])[CH2:29][C:30]1[CH:35]=[CH:34][C:33]([NH:36][C:5](=[O:6])[C:4]2[CH:8]=[CH:9][C:10]([CH:11]([CH3:25])[C:12]([C:18]3[CH:23]=[CH:22][N:21]=[C:20]([Cl:24])[CH:19]=3)([OH:17])[C:13]([F:16])([F:14])[F:15])=[C:2]([Cl:1])[CH:3]=2)=[CH:32][CH:31]=1, predict the reactants needed to synthesize it. The reactants are: [Cl:1][C:2]1[CH:3]=[C:4]([CH:8]=[CH:9][C:10]=1[CH:11]([CH3:25])[C:12]([C:18]1[CH:23]=[CH:22][N:21]=[C:20]([Cl:24])[CH:19]=1)([OH:17])[C:13]([F:16])([F:15])[F:14])[C:5](O)=[O:6].[CH3:26][O:27][C:28](=[O:37])[CH2:29][C:30]1[CH:35]=[CH:34][C:33]([NH2:36])=[CH:32][CH:31]=1.CN(C(ON1N=NC2C=CC=CC1=2)=[N+](C)C)C.F[P-](F)(F)(F)(F)F. (3) Given the product [ClH:1].[ClH:1].[C:16]1([C:22]2[O:26][C:25]([CH:27]=[C:6]3[CH2:5][CH2:4][CH2:3][N:2]=[C:7]3[C:9]3[CH:10]=[N:11][CH:12]=[CH:13][CH:14]=3)=[CH:24][CH:23]=2)[CH:21]=[CH:20][CH:19]=[CH:18][CH:17]=1, predict the reactants needed to synthesize it. The reactants are: [Cl-:1].[NH3+:2][CH2:3][CH2:4][CH2:5][CH2:6][C:7]([C:9]1[CH:10]=[NH+:11][CH:12]=[CH:13][CH:14]=1)=O.[Cl-].[C:16]1([C:22]2[O:26][C:25]([CH:27]=O)=[CH:24][CH:23]=2)[CH:21]=[CH:20][CH:19]=[CH:18][CH:17]=1.